This data is from Catalyst prediction with 721,799 reactions and 888 catalyst types from USPTO. The task is: Predict which catalyst facilitates the given reaction. (1) Reactant: Br[C:2]1[CH:23]=[C:22]2[C:5]([CH2:6][C:7]([CH3:25])([CH3:24])[CH2:8][C:9]32[CH2:13][O:12][C:11]([NH:14][C:15](=[O:21])[O:16][C:17]([CH3:20])([CH3:19])[CH3:18])=[N:10]3)=[CH:4][CH:3]=1.C1(C2C=CC=CC=2)C=CC=CC=1P(C1CCCCC1)C1CCCCC1.[Li+].C[Si]([N-:56][Si](C)(C)C)(C)C. The catalyst class is: 110. Product: [NH2:56][C:2]1[CH:23]=[C:22]2[C:5]([CH2:6][C:7]([CH3:25])([CH3:24])[CH2:8][C:9]32[CH2:13][O:12][C:11]([NH:14][C:15](=[O:21])[O:16][C:17]([CH3:20])([CH3:19])[CH3:18])=[N:10]3)=[CH:4][CH:3]=1. (2) The catalyst class is: 4. Reactant: [C:1]([NH:4][CH:5]1[CH:9]([OH:10])[CH2:8][N:7]([C:11]([O:13][C:14]([CH3:17])([CH3:16])[CH3:15])=[O:12])[CH2:6]1)(=[O:3])[CH3:2].CC(OI1(OC(C)=O)(OC(C)=O)OC(=O)C2C1=CC=CC=2)=O. Product: [C:1]([NH:4][CH:5]1[C:9](=[O:10])[CH2:8][N:7]([C:11]([O:13][C:14]([CH3:17])([CH3:16])[CH3:15])=[O:12])[CH2:6]1)(=[O:3])[CH3:2].